This data is from Forward reaction prediction with 1.9M reactions from USPTO patents (1976-2016). The task is: Predict the product of the given reaction. Given the reactants [ClH:1].[CH2:2]([C:6]1[N:7]=[C:8]([NH2:11])[NH:9][CH:10]=1)[CH2:3][C:4]#[CH:5].[N:12]([CH2:15][CH2:16][C:17]1[CH:21]=[CH:20][S:19][CH:18]=1)=[N+:13]=[N-:14], predict the reaction product. The product is: [ClH:1].[S:19]1[CH:20]=[CH:21][C:17]([CH2:16][CH2:15][N:12]2[CH:5]=[C:4]([CH2:3][CH2:2][C:6]3[N:7]=[C:8]([NH2:11])[NH:9][CH:10]=3)[N:14]=[N:13]2)=[CH:18]1.